Task: Predict the reactants needed to synthesize the given product.. Dataset: Full USPTO retrosynthesis dataset with 1.9M reactions from patents (1976-2016) (1) Given the product [CH2:11]([O:19][CH2:20][CH2:21][N:22]1[CH2:27][CH2:26][CH:25]([CH:28]=[O:29])[CH2:24][CH2:23]1)[CH2:12][C:13]1[CH:18]=[CH:17][CH:16]=[CH:15][CH:14]=1, predict the reactants needed to synthesize it. The reactants are: CS(C)=O.C(Cl)(=O)C(Cl)=O.[CH2:11]([O:19][CH2:20][CH2:21][N:22]1[CH2:27][CH2:26][CH:25]([CH2:28][OH:29])[CH2:24][CH2:23]1)[CH2:12][C:13]1[CH:18]=[CH:17][CH:16]=[CH:15][CH:14]=1.C(N(CC)CC)C. (2) Given the product [ClH:39].[N:8]1([C:5]2[CH:6]=[CH:7][C:2]([NH:1][S:36]([C:33]3[CH:32]=[CH:31][C:30]([N+:27]([O-:29])=[O:28])=[CH:35][CH:34]=3)(=[O:37])=[O:38])=[C:3]([NH:22][S:23]([CH3:26])(=[O:24])=[O:25])[CH:4]=2)[CH2:14][CH2:13][CH2:12][NH:11][CH2:10][CH2:9]1, predict the reactants needed to synthesize it. The reactants are: [NH2:1][C:2]1[CH:7]=[CH:6][C:5]([N:8]2[CH2:14][CH2:13][CH2:12][N:11](C(OC(C)(C)C)=O)[CH2:10][CH2:9]2)=[CH:4][C:3]=1[NH:22][S:23]([CH3:26])(=[O:25])=[O:24].[N+:27]([C:30]1[CH:35]=[CH:34][C:33]([S:36]([Cl:39])(=[O:38])=[O:37])=[CH:32][CH:31]=1)([O-:29])=[O:28]. (3) Given the product [CH3:1][O:2][C:3](=[O:26])[CH2:4][CH2:5][CH2:6][O:7][C:8]1[C:17]([N:18]2[CH2:24][CH2:23][CH2:22][N:21]([CH2:39][C:37]3[N:38]=[C:34]([N:31]4[CH2:30][CH2:29][CH:28]([OH:27])[CH2:33][CH2:32]4)[S:35][CH:36]=3)[CH2:20][CH2:19]2)=[C:16]2[C:11]([CH:12]=[CH:13][CH:14]=[N:15]2)=[CH:10][C:9]=1[CH3:25], predict the reactants needed to synthesize it. The reactants are: [CH3:1][O:2][C:3](=[O:26])[CH2:4][CH2:5][CH2:6][O:7][C:8]1[C:17]([N:18]2[CH2:24][CH2:23][CH2:22][NH:21][CH2:20][CH2:19]2)=[C:16]2[C:11]([CH:12]=[CH:13][CH:14]=[N:15]2)=[CH:10][C:9]=1[CH3:25].[OH:27][CH:28]1[CH2:33][CH2:32][N:31]([C:34]2[S:35][CH:36]=[C:37]([CH:39]=O)[N:38]=2)[CH2:30][CH2:29]1.[BH-](OC(C)=O)(OC(C)=O)OC(C)=O.[Na+]. (4) Given the product [Br:13][CH:8]([C:5]1[CH:6]=[CH:7][C:2]([Br:1])=[CH:3][C:4]=1[F:12])[C:9]([NH2:11])=[O:10], predict the reactants needed to synthesize it. The reactants are: [Br:1][C:2]1[CH:7]=[CH:6][C:5]([CH2:8][C:9]([NH2:11])=[O:10])=[C:4]([F:12])[CH:3]=1.[Br:13]N1C(=O)CCC1=O.N(C(C)(C)C#N)=NC(C)(C)C#N. (5) Given the product [Cl:6][C:7]1[CH:8]=[C:9]([CH:23]=[CH:24][C:25]=1[Cl:26])[CH2:10][N:11]1[C:19]2[C:14](=[CH:15][CH:16]=[CH:17][CH:18]=2)[CH:13]=[C:12]1[C:20]#[N:27], predict the reactants needed to synthesize it. The reactants are: CS(Cl)(=O)=O.[Cl:6][C:7]1[CH:8]=[C:9]([CH:23]=[CH:24][C:25]=1[Cl:26])[CH2:10][N:11]1[C:19]2[C:14](=[CH:15][CH:16]=[CH:17][CH:18]=2)[CH:13]=[C:12]1[C:20](O)=O.[N:27]1C=CC=CC=1.